Task: Predict the product of the given reaction.. Dataset: Forward reaction prediction with 1.9M reactions from USPTO patents (1976-2016) Given the reactants CO[C:3]1([C:8]2[CH:13]=[CH:12][C:11]([S:14][CH3:15])=[CH:10][CH:9]=2)[C:5]([CH3:7])([CH3:6])[O:4]1.[CH3:16][O:17][CH2:18][CH2:19][NH:20][CH2:21][CH2:22][O:23][CH3:24], predict the reaction product. The product is: [CH3:16][O:17][CH2:18][CH2:19][N:20]([CH2:21][CH2:22][O:23][CH3:24])[C:5]([CH3:6])([CH3:7])[C:3]([C:8]1[CH:9]=[CH:10][C:11]([S:14][CH3:15])=[CH:12][CH:13]=1)=[O:4].